This data is from Forward reaction prediction with 1.9M reactions from USPTO patents (1976-2016). The task is: Predict the product of the given reaction. (1) Given the reactants [Br:1][C:2]1[CH:7]=[CH:6][C:5]([CH:8]([C:10]2[O:11][CH:12]=[CH:13][CH:14]=2)O)=[C:4]([CH2:15][CH3:16])[CH:3]=1.CC(C)=[O:19], predict the reaction product. The product is: [Br:1][C:2]1[CH:7]=[CH:6][C:5]([CH:8]2[C:12](=[O:11])[CH:13]=[CH:14][CH:10]2[OH:19])=[C:4]([CH2:15][CH3:16])[CH:3]=1. (2) Given the reactants [CH2:1]([N:8]1[C:12]2=[N:13][C:14]([C:25]3[CH:31]=[CH:30][C:28]([NH2:29])=[CH:27][CH:26]=3)=[N:15][C:16]([N:17]3[CH2:23][CH:22]4[O:24][CH:19]([CH2:20][CH2:21]4)[CH2:18]3)=[C:11]2[CH:10]=[N:9]1)[C:2]1[CH:7]=[CH:6][CH:5]=[CH:4][CH:3]=1.ClC(Cl)(OC(=O)OC(Cl)(Cl)Cl)Cl.CN.C(N1C2=NC(C3C=C[C:73]([N:76]=[C:77]=[O:78])=CC=3)=NC(N3CC4OC(CC4)C3)=C2C=N1)C1C=CC=CC=1, predict the reaction product. The product is: [CH2:1]([N:8]1[C:12]2=[N:13][C:14]([C:25]3[CH:26]=[CH:27][C:28]([NH:29][C:77]([NH:76][CH3:73])=[O:78])=[CH:30][CH:31]=3)=[N:15][C:16]([N:17]3[CH2:18][CH:19]4[O:24][CH:22]([CH2:21][CH2:20]4)[CH2:23]3)=[C:11]2[CH:10]=[N:9]1)[C:2]1[CH:3]=[CH:4][CH:5]=[CH:6][CH:7]=1. (3) Given the reactants [OH-].[Na+].C1COCC1.[Cl:8][C:9]1[CH:14]=[C:13]([NH:15][CH2:16][C:17]2[CH:22]=[CH:21][C:20]([C:23]([F:26])([F:25])[F:24])=[CH:19][C:18]=2[C:27]2[CH:32]=[CH:31][C:30]([C:33]([O:35]C)=[O:34])=[CH:29][C:28]=2[CH3:37])[CH:12]=[CH:11][C:10]=1[C:38]1[CH:43]=[CH:42][C:41]([Cl:44])=[CH:40][C:39]=1[CH3:45], predict the reaction product. The product is: [Cl:8][C:9]1[CH:14]=[C:13]([NH:15][CH2:16][C:17]2[CH:22]=[CH:21][C:20]([C:23]([F:26])([F:25])[F:24])=[CH:19][C:18]=2[C:27]2[CH:32]=[CH:31][C:30]([C:33]([OH:35])=[O:34])=[CH:29][C:28]=2[CH3:37])[CH:12]=[CH:11][C:10]=1[C:38]1[CH:43]=[CH:42][C:41]([Cl:44])=[CH:40][C:39]=1[CH3:45]. (4) Given the reactants [CH3:1][NH:2][C:3]([C:5]1[C:15]([CH2:16][CH2:17][C:18](=[O:25])[C:19]2[CH:24]=[CH:23][CH:22]=[CH:21][CH:20]=2)=[C:14]([OH:26])[C:8]2[N:9]=[C:10]([CH3:13])[N:11]([CH3:12])[C:7]=2[CH:6]=1)=[O:4].O.CC([O-])(C)C.[K+], predict the reaction product. The product is: [CH3:1][NH:2][C:3]([C:5]1[C:15]([CH2:16][CH2:17][C@@H:18]([OH:25])[C:19]2[CH:24]=[CH:23][CH:22]=[CH:21][CH:20]=2)=[C:14]([OH:26])[C:8]2[N:9]=[C:10]([CH3:13])[N:11]([CH3:12])[C:7]=2[CH:6]=1)=[O:4]. (5) The product is: [C:5]([C:4]1[CH:11]=[CH:10][O:3][N:1]=1)([O:7][CH2:8][CH3:9])=[O:6].[NH3:1]. Given the reactants [N+:1]([CH2:4][C:5]([O:7][CH2:8][CH3:9])=[O:6])([O-:3])=O.[C:10](OC(OC(OC(C)(C)C)=O)=O)(C)(C)[CH3:11], predict the reaction product. (6) Given the reactants C(OC([N:8]1[CH2:16][C:15]2[C:10](=[CH:11][CH:12]=[C:13]([O:17][CH2:18][CH2:19][C:20]([F:23])([F:22])[F:21])[CH:14]=2)[CH2:9]1)=O)(C)(C)C.[F:24][C:25]([F:30])([F:29])[C:26]([OH:28])=[O:27], predict the reaction product. The product is: [F:24][C:25]([F:30])([F:29])[C:26]([OH:28])=[O:27].[F:23][C:20]([F:21])([F:22])[CH2:19][CH2:18][O:17][C:13]1[CH:14]=[C:15]2[C:10](=[CH:11][CH:12]=1)[CH2:9][NH:8][CH2:16]2.